Dataset: Full USPTO retrosynthesis dataset with 1.9M reactions from patents (1976-2016). Task: Predict the reactants needed to synthesize the given product. Given the product [CH:85]1[C:90]([C:91]2[C:96]([Br:97])=[CH:95][C:94]([Br:98])=[C:93]([OH:99])[CH:92]=2)=[C:89]([Br:100])[C:88]([Br:101])=[C:87]([OH:102])[CH:86]=1.[CH2:13]([O:12][CH2:8][CH:9]1[O:11][CH2:10]1)[CH:2]1[O:3][CH2:1]1, predict the reactants needed to synthesize it. The reactants are: [CH2:1]1[O:3][CH2:2]1.C1OC1C.[CH2:8]([O:12][C:13]1C=CC(C(C2C=C[C:13]([O:12][CH2:8][CH:9]3[O:11][CH2:10]3)=CC=2)(C)C)=CC=1)[CH:9]1[O:11][CH2:10]1.C(OC1C(Br)=C(Br)C(C(C2C=CC(OCC3OC3)=CC=2)(C)C)=C(Br)C=1Br)C1OC1.C1OC1COC1C(CC2C(OCC3OC3)=CC=CC=2)=CC=CC=1.[CH:85]1[C:90]([C:91]2[C:96]([Br:97])=[CH:95][C:94]([Br:98])=[C:93]([OH:99])[CH:92]=2)=[C:89]([Br:100])[C:88]([Br:101])=[C:87]([OH:102])[CH:86]=1.